This data is from Full USPTO retrosynthesis dataset with 1.9M reactions from patents (1976-2016). The task is: Predict the reactants needed to synthesize the given product. (1) Given the product [C:35]([C:19]1[C:20]2[C:25](=[CH:24][CH:23]=[C:22]([O:28][C:29]3[CH:34]=[CH:33][CH:32]=[CH:31][CH:30]=3)[CH:21]=2)[C:26]([OH:27])=[C:17]([C:15]([NH:10][C@H:8]([CH3:9])[C@@H:7]([CH3:11])[C:6]([OH:5])=[O:12])=[O:14])[N:18]=1)#[N:36], predict the reactants needed to synthesize it. The reactants are: C([O:5][C:6](=[O:12])[C@H:7]([CH3:11])[C@H:8]([NH2:10])[CH3:9])(C)(C)C.C[O:14][C:15]([C:17]1[N:18]=[C:19]([C:35]#[N:36])[C:20]2[C:25]([C:26]=1[OH:27])=[CH:24][CH:23]=[C:22]([O:28][C:29]1[CH:34]=[CH:33][CH:32]=[CH:31][CH:30]=1)[CH:21]=2)=O.C(N(CC)CC)C. (2) Given the product [NH2:1][C:2]1[C:15]2[C:14](=[O:16])[C:13]([C:17]#[N:18])=[CH:12][N:7]3[C@@H:8]([CH3:11])[CH2:9][O:10][C:5]([C:6]=23)=[C:4]([NH:32][C@H:29]2[CH2:30][CH2:31][C@@H:27]([C:22]3[CH:23]=[CH:24][CH:25]=[CH:26][N:21]=3)[CH2:28]2)[C:3]=1[F:20], predict the reactants needed to synthesize it. The reactants are: [NH2:1][C:2]1[C:15]2[C:14](=[O:16])[C:13]([C:17]#[N:18])=[CH:12][N:7]3[C@@H:8]([CH3:11])[CH2:9][O:10][C:5]([C:6]=23)=[C:4](F)[C:3]=1[F:20].[N:21]1[CH:26]=[CH:25][CH:24]=[CH:23][C:22]=1[C@@H:27]1[CH2:31][CH2:30][C@H:29]([NH2:32])[CH2:28]1.C(N(CC)CC)C. (3) Given the product [NH2:1][C:2]1[N:6]([CH3:7])[C:5](=[O:8])[C:4]([C:15]2[CH:20]=[CH:19][CH:18]=[CH:17][CH:16]=2)([CH:9]2[CH2:10][CH2:11][NH:12][CH2:13][CH2:14]2)[N:3]=1, predict the reactants needed to synthesize it. The reactants are: [NH2:1][C:2]1[N:6]([CH3:7])[C:5](=[O:8])[C:4]([C:15]2[CH:20]=[CH:19][CH:18]=[CH:17][CH:16]=2)([C:9]2[CH:14]=[CH:13][N:12]=[CH:11][CH:10]=2)[N:3]=1.C(O)(=O)C.Cl. (4) Given the product [Cl:1][C:2]1[CH:3]=[CH:4][C:5]2[N:11]3[C:30]([CH3:31])=[N:33][N:34]=[C:10]3[C@@H:9]([CH2:13][C:14]([O:16][CH2:17][CH3:18])=[O:15])[O:8][C@H:7]([C:19]3[CH:24]=[CH:23][CH:22]=[C:21]([O:25][CH3:26])[C:20]=3[O:27][CH3:28])[C:6]=2[CH:29]=1, predict the reactants needed to synthesize it. The reactants are: [Cl:1][C:2]1[CH:3]=[CH:4][C:5]2[NH:11][C:10](=S)[C@@H:9]([CH2:13][C:14]([O:16][CH2:17][CH3:18])=[O:15])[O:8][C@H:7]([C:19]3[CH:24]=[CH:23][CH:22]=[C:21]([O:25][CH3:26])[C:20]=3[O:27][CH3:28])[C:6]=2[CH:29]=1.[C:30]([NH:33][NH2:34])(=O)[CH3:31]. (5) Given the product [Cl:1][C:2]1[C:26]([Cl:27])=[CH:25][CH:24]=[CH:23][C:3]=1[CH2:4][N:5]1[C:10](=[O:11])[C:9]([C:12]2[NH:44][N:43]=[N:42][N:13]=2)=[CH:8][N:7]([C:14]2[CH:19]=[CH:18][C:17]([O:20][CH3:21])=[CH:16][CH:15]=2)[C:6]1=[O:22], predict the reactants needed to synthesize it. The reactants are: [Cl:1][C:2]1[C:26]([Cl:27])=[CH:25][CH:24]=[CH:23][C:3]=1[CH2:4][N:5]1[C:10](=[O:11])[C:9]([C:12]#[N:13])=[CH:8][N:7]([C:14]2[CH:19]=[CH:18][C:17]([O:20][CH3:21])=[CH:16][CH:15]=2)[C:6]1=[O:22].C([Sn](=O)CCCC)CCC.C[Si]([N:42]=[N+:43]=[N-:44])(C)C.C(O)C. (6) Given the product [Br:1][C:2]1[CH:7]=[C:6]([O:8][CH2:19][O:20][CH3:21])[CH:5]=[CH:4][C:3]=1[CH2:9][C:10]([N:12]([O:14][CH3:15])[CH3:13])=[O:11], predict the reactants needed to synthesize it. The reactants are: [Br:1][C:2]1[CH:7]=[C:6]([OH:8])[CH:5]=[CH:4][C:3]=1[CH2:9][C:10]([N:12]([O:14][CH3:15])[CH3:13])=[O:11].[H-].[Na+].Br[CH2:19][O:20][CH3:21].O.